From a dataset of Forward reaction prediction with 1.9M reactions from USPTO patents (1976-2016). Predict the product of the given reaction. (1) Given the reactants [CH:1]([N:14]1[C:26]2[CH:25]=[C:24]([C:27]([O:29][CH3:30])=[O:28])[CH:23]=[CH:22][C:21]=2[C:20]2[C:15]1=[CH:16][C:17]([C:33]1[C:34]([CH3:39])=[N:35][O:36][C:37]=1[CH3:38])=[CH:18][C:19]=2[C:31]#[N:32])([C:8]1[CH:13]=[CH:12][CH:11]=[CH:10][CH:9]=1)[C:2]1[CH:7]=[CH:6][CH:5]=[CH:4][CH:3]=1.C([O-])([O-])=[O:41].[K+].[K+].OO, predict the reaction product. The product is: [C:31]([C:19]1[CH:18]=[C:17]([C:33]2[C:34]([CH3:39])=[N:35][O:36][C:37]=2[CH3:38])[CH:16]=[C:15]2[C:20]=1[C:21]1[CH:22]=[CH:23][C:24]([C:27]([O:29][CH3:30])=[O:28])=[CH:25][C:26]=1[N:14]2[CH:1]([C:8]1[CH:13]=[CH:12][CH:11]=[CH:10][CH:9]=1)[C:2]1[CH:3]=[CH:4][CH:5]=[CH:6][CH:7]=1)(=[O:41])[NH2:32]. (2) Given the reactants Br[CH2:2][CH:3]1[O:8][C:7]2[CH:9]=[CH:10][CH:11]=[CH:12][C:6]=2[O:5][CH2:4]1.[NH:13]1[CH2:18][CH2:17][CH2:16][CH:15]([C:19]2[CH:20]=[C:21]([OH:25])[CH:22]=[CH:23][CH:24]=2)[CH2:14]1.Br, predict the reaction product. The product is: [O:8]1[C:7]2[CH:9]=[CH:10][CH:11]=[CH:12][C:6]=2[O:5][CH2:4][CH:3]1[CH2:2][N:13]1[CH2:18][CH2:17][CH2:16][CH:15]([C:19]2[CH:20]=[C:21]([OH:25])[CH:22]=[CH:23][CH:24]=2)[CH2:14]1. (3) The product is: [CH3:1][O:2][C:3]([C:4]1[C:5]([C:18]2[CH:19]=[CH:20][C:15]([O:14][CH3:13])=[CH:16][C:17]=2[C:24]([F:25])([F:26])[F:27])=[CH:6][CH:7]=[C:8]([CH3:10])[CH:9]=1)=[O:12]. Given the reactants [CH3:1][O:2][C:3](=[O:12])[C:4]1[CH:9]=[C:8]([CH3:10])[CH:7]=[CH:6][C:5]=1Br.[CH3:13][O:14][C:15]1[CH:20]=[CH:19][C:18](B(O)O)=[C:17]([C:24]([F:27])([F:26])[F:25])[CH:16]=1.C(=O)([O-])[O-].[K+].[K+].C1(C)C=CC=CC=1, predict the reaction product. (4) The product is: [CH:26]1([C:10]2[C:11]3[CH:12]=[CH:13][C:14]4[C:17](=[O:18])[NH:19][S:20](=[O:22])(=[O:21])[CH2:23][CH:24]=[CH:3][CH2:2][CH2:1][NH:5][C:6](=[O:49])[CH2:7][N:8]([C:16]=3[CH:15]=4)[C:9]=2[C:32]2[CH:33]=[C:34]3[C:39](=[CH:40][CH:41]=2)[N:38]=[C:37]([C:42]2[S:46][C:45]([CH3:47])=[N:44][C:43]=2[CH3:48])[CH:36]=[CH:35]3)[CH2:31][CH2:30][CH2:29][CH2:28][CH2:27]1. Given the reactants [CH2:1]([NH:5][C:6](=[O:49])[CH2:7][N:8]1[C:16]2[C:11](=[CH:12][CH:13]=[C:14]([C:17]([NH:19][S:20]([CH2:23][CH:24]=C)(=[O:22])=[O:21])=[O:18])[CH:15]=2)[C:10]([CH:26]2[CH2:31][CH2:30][CH2:29][CH2:28][CH2:27]2)=[C:9]1[C:32]1[CH:33]=[C:34]2[C:39](=[CH:40][CH:41]=1)[N:38]=[C:37]([C:42]1[S:46][C:45]([CH3:47])=[N:44][C:43]=1[CH3:48])[CH:36]=[CH:35]2)[CH2:2][CH:3]=C.N#N, predict the reaction product. (5) Given the reactants [Cl:1][C:2]1[CH:3]=[C:4]([CH:8]=[CH:9][C:10]=1[Cl:11])[C:5](Cl)=[O:6].Cl[C:13]1[CH:14]=[C:15]([NH:21][NH2:22])[CH:16]=[CH:17][C:18]=1[O:19][CH3:20].N1C=CC=[CH:25][CH:24]=1, predict the reaction product. The product is: [Cl:1][C:2]1[CH:3]=[C:4]([CH:8]=[CH:9][C:10]=1[Cl:11])[C:5]([N:21]([C:15]1[CH:16]=[CH:17][C:18]([O:19][CH3:20])=[CH:13][CH:14]=1)[N:22]=[CH:24][CH3:25])=[O:6].